This data is from Catalyst prediction with 721,799 reactions and 888 catalyst types from USPTO. The task is: Predict which catalyst facilitates the given reaction. (1) Reactant: [CH2:1]([O:3][C:4]([C:6]1[C:15](=O)[C:14]2[C:9](=[C:10]([Cl:17])[CH:11]=[CH:12][CH:13]=2)[N:8]([CH2:18][C:19]2[CH:24]=[CH:23][C:22]([N:25]3[CH:29]=[CH:28][CH:27]=[N:26]3)=[CH:21][CH:20]=2)[N:7]=1)=[O:5])[CH3:2].COC1C=CC(P2(SP(C3C=CC(OC)=CC=3)(=S)S2)=[S:39])=CC=1. Product: [CH2:1]([O:3][C:4]([C:6]1[C:15](=[S:39])[C:14]2[C:9](=[C:10]([Cl:17])[CH:11]=[CH:12][CH:13]=2)[N:8]([CH2:18][C:19]2[CH:24]=[CH:23][C:22]([N:25]3[CH:29]=[CH:28][CH:27]=[N:26]3)=[CH:21][CH:20]=2)[N:7]=1)=[O:5])[CH3:2]. The catalyst class is: 11. (2) Reactant: C(OC([N:8]1[C:17]2[C:12](=[CH:13][CH:14]=[CH:15][CH:16]=2)[N:11]([C:18]2[N:23]=[CH:22][C:21]([CH:24]3[CH2:29][CH2:28][N:27]([C:30]([CH3:33])([CH3:32])[CH3:31])[CH2:26][CH2:25]3)=[CH:20][CH:19]=2)[CH2:10][CH2:9]1)=O)(C)(C)C.Cl.O1CCOCC1. Product: [C:30]([N:27]1[CH2:28][CH2:29][CH:24]([C:21]2[CH:22]=[N:23][C:18]([N:11]3[C:12]4[C:17](=[CH:16][CH:15]=[CH:14][CH:13]=4)[NH:8][CH2:9][CH2:10]3)=[CH:19][CH:20]=2)[CH2:25][CH2:26]1)([CH3:33])([CH3:31])[CH3:32]. The catalyst class is: 4.